Dataset: Full USPTO retrosynthesis dataset with 1.9M reactions from patents (1976-2016). Task: Predict the reactants needed to synthesize the given product. (1) Given the product [Cl:8][C:6]1[N:5]=[CH:4][N:3]=[C:2]([NH:32][C:31]2[CH:30]=[CH:29][C:28]([N:25]3[CH2:26][CH2:27][N:22]([CH:20]4[CH2:21][O:18][CH2:19]4)[CH2:23][CH2:24]3)=[CH:34][CH:33]=2)[N:7]=1, predict the reactants needed to synthesize it. The reactants are: Cl[C:2]1[N:7]=[C:6]([Cl:8])[N:5]=[CH:4][N:3]=1.CCN(C(C)C)C(C)C.[O:18]1[CH2:21][CH:20]([N:22]2[CH2:27][CH2:26][N:25]([C:28]3[CH:34]=[CH:33][C:31]([NH2:32])=[CH:30][CH:29]=3)[CH2:24][CH2:23]2)[CH2:19]1. (2) Given the product [S:30](=[O:32])(=[O:31])([O:21][CH:12]([CH2:13][CH2:14][C:15]1[CH:16]=[CH:17][CH:18]=[CH:19][CH:20]=1)[CH2:11][CH2:10][C:7]1[CH:6]=[CH:5][C:4]([N+:1]([O-:3])=[O:2])=[CH:9][CH:8]=1)[NH2:33], predict the reactants needed to synthesize it. The reactants are: [N+:1]([C:4]1[CH:9]=[CH:8][C:7]([CH2:10][CH2:11][CH:12]([OH:21])[CH2:13][CH2:14][C:15]2[CH:20]=[CH:19][CH:18]=[CH:17][CH:16]=2)=[CH:6][CH:5]=1)([O-:3])=[O:2].CCN(CC)CC.Cl[S:30]([N:33]=C=O)(=[O:32])=[O:31].C(O)=O. (3) The reactants are: [OH:1][C:2]1[CH:11]=[CH:10][C:9]2[C:8]3[C:12]4[NH:19][CH2:18][C@@H:17]([CH3:20])[NH:16][C:15](=[O:21])[C:13]=4[S:14][C:7]=3[CH:6]=[CH:5][C:4]=2[N:3]=1.[H-].[Na+].[F:24][C:25]1[N:30]=[C:29](F)[CH:28]=[CH:27][N:26]=1. Given the product [F:24][C:25]1[N:30]=[C:29]([O:1][C:2]2[CH:11]=[CH:10][C:9]3[C:8]4[C:12]5[NH:19][CH2:18][C@@H:17]([CH3:20])[NH:16][C:15](=[O:21])[C:13]=5[S:14][C:7]=4[CH:6]=[CH:5][C:4]=3[N:3]=2)[CH:28]=[CH:27][N:26]=1, predict the reactants needed to synthesize it. (4) The reactants are: C(OC([N:8]1[CH2:13][CH2:12][N:11]([C:14]2[NH:15][C:16]([C:21]3[CH:26]=[CH:25][N:24]=[C:23](/[CH:27]=[CH:28]/[C:29]4[CH:34]=[CH:33][C:32]([C:35](=[O:41])[N:36]([CH2:39][CH3:40])[CH2:37][CH3:38])=[CH:31][CH:30]=4)[CH:22]=3)=[CH:17][C:18]=2[C:19]#[N:20])[CH2:10][CH2:9]1)=O)(C)(C)C.FC(F)(F)C(O)=O. Given the product [C:19]([C:18]1[CH:17]=[C:16]([C:21]2[CH:26]=[CH:25][N:24]=[C:23](/[CH:27]=[CH:28]/[C:29]3[CH:34]=[CH:33][C:32]([C:35]([N:36]([CH2:39][CH3:40])[CH2:37][CH3:38])=[O:41])=[CH:31][CH:30]=3)[CH:22]=2)[NH:15][C:14]=1[N:11]1[CH2:12][CH2:13][NH:8][CH2:9][CH2:10]1)#[N:20], predict the reactants needed to synthesize it.